From a dataset of Forward reaction prediction with 1.9M reactions from USPTO patents (1976-2016). Predict the product of the given reaction. (1) Given the reactants F[C:2]1[CH:7]=[CH:6][C:5]([C:8]2[O:9][C:10]([C:13]3[C:14]([C:21]4[CH:26]=[CH:25][CH:24]=[CH:23][CH:22]=4)=[N:15][O:16][C:17]=3[CH:18]3[CH2:20][CH2:19]3)=[N:11][N:12]=2)=[C:4]([O:27][CH3:28])[CH:3]=1.[NH2:29][CH:30]1[CH2:35][CH2:34][O:33][CH2:32][CH2:31]1.C(N(CC)C(C)C)(C)C, predict the reaction product. The product is: [CH:18]1([C:17]2[O:16][N:15]=[C:14]([C:21]3[CH:26]=[CH:25][CH:24]=[CH:23][CH:22]=3)[C:13]=2[C:10]2[O:9][C:8]([C:5]3[CH:6]=[CH:7][C:2]([NH:29][CH:30]4[CH2:35][CH2:34][O:33][CH2:32][CH2:31]4)=[CH:3][C:4]=3[O:27][CH3:28])=[N:12][N:11]=2)[CH2:20][CH2:19]1. (2) Given the reactants CC(C)([O-])C.[K+].[I-].[CH2:8]([PH3+])[C:9]1[CH:14]=[CH:13][CH:12]=[CH:11][CH:10]=1.[F:16][C:17]1([F:40])[CH2:22][CH2:21][CH:20]([CH2:23][C:24]2[N:28]3[C:29]([CH3:35])=[CH:30][C:31]([CH:33]=O)=[CH:32][C:27]3=[N:26][C:25]=2[C:36]([F:39])([F:38])[F:37])[CH2:19][CH2:18]1.C(=O)([O-])O.[Na+], predict the reaction product. The product is: [F:16][C:17]1([F:40])[CH2:22][CH2:21][CH:20]([CH2:23][C:24]2[N:28]3[C:29]([CH3:35])=[CH:30][C:31](/[CH:33]=[CH:8]\[C:9]4[CH:14]=[CH:13][CH:12]=[CH:11][CH:10]=4)=[CH:32][C:27]3=[N:26][C:25]=2[C:36]([F:39])([F:38])[F:37])[CH2:19][CH2:18]1. (3) Given the reactants [Cl:1][C:2]1[CH:9]=[C:8]([N:10]([C@H:22]2[CH2:26][CH2:25][NH:24][CH2:23]2)[CH2:11][C:12]2[CH:17]=[CH:16][CH:15]=[CH:14][C:13]=2[C:18]([F:21])([F:20])[F:19])[CH:7]=[CH:6][C:3]=1[C:4]#[N:5].[CH:27]1([S:30](Cl)(=[O:32])=[O:31])[CH2:29][CH2:28]1, predict the reaction product. The product is: [Cl:1][C:2]1[CH:9]=[C:8]([N:10]([C@H:22]2[CH2:26][CH2:25][N:24]([S:30]([CH:27]3[CH2:29][CH2:28]3)(=[O:32])=[O:31])[CH2:23]2)[CH2:11][C:12]2[CH:17]=[CH:16][CH:15]=[CH:14][C:13]=2[C:18]([F:19])([F:20])[F:21])[CH:7]=[CH:6][C:3]=1[C:4]#[N:5]. (4) Given the reactants [CH2:1]([N:8]=[C:9]=[S:10])[C:2]1[CH:7]=[CH:6][CH:5]=[CH:4][CH:3]=1.[CH3:11][O:12][C:13]1[CH:22]=[CH:21][C:16]([CH2:17][N:18]=[C:19]=[O:20])=[CH:15][CH:14]=1.C([O:25]CC)C, predict the reaction product. The product is: [CH2:1]([N:8]1[C:9](=[O:25])[S:10][N:18]([CH2:17][C:16]2[CH:21]=[CH:22][C:13]([O:12][CH3:11])=[CH:14][CH:15]=2)[C:19]1=[O:20])[C:2]1[CH:7]=[CH:6][CH:5]=[CH:4][CH:3]=1. (5) Given the reactants CO[C:3](=[O:17])[C:4]1[CH:9]=[CH:8][C:7]([NH:10][C:11]2[CH:16]=[CH:15][N:14]=[CH:13][N:12]=2)=[CH:6][CH:5]=1.[Cl-].[CH2:19]([C:21]1[C:22]([F:33])=[C:23]([C:27]2[N:28]=[C:29]([NH3+:32])[S:30][CH:31]=2)[CH:24]=[CH:25][CH:26]=1)[CH3:20], predict the reaction product. The product is: [CH2:19]([C:21]1[C:22]([F:33])=[C:23]([C:27]2[N:28]=[C:29]([NH:32][C:3](=[O:17])[C:4]3[CH:5]=[CH:6][C:7]([NH:10][C:11]4[CH:16]=[CH:15][N:14]=[CH:13][N:12]=4)=[CH:8][CH:9]=3)[S:30][CH:31]=2)[CH:24]=[CH:25][CH:26]=1)[CH3:20]. (6) Given the reactants CC1C=CC(C(C)C)=CC=1.[CH3:11][C:12]1[CH:17]=[C:16]([P:18]([C:56]2[CH:61]=[C:60]([CH3:62])[CH:59]=[C:58]([CH3:63])[CH:57]=2)[C:19]2[CH:28]=[CH:27][C:26]3[C:21](=[CH:22][CH:23]=[CH:24][CH:25]=3)[C:20]=2[C:29]2[C:38]3[C:33](=[CH:34][CH:35]=[CH:36][CH:37]=3)[CH:32]=[CH:31][C:30]=2[P:39]([C:48]2[CH:53]=[C:52]([CH3:54])[CH:51]=[C:50]([CH3:55])[CH:49]=2)[C:40]2[CH:45]=[C:44]([CH3:46])[CH:43]=[C:42]([CH3:47])[CH:41]=2)[CH:15]=[C:14]([CH3:64])[CH:13]=1.[Cl:65][Ru:66]Cl.C(NCC)C.[CH3:73][CH:74]([C@H:76]([NH2:95])[C:77]([NH2:94])([C:86]1[CH:91]=[CH:90][C:89]([O:92][CH3:93])=[CH:88][CH:87]=1)[C:78]1[CH:83]=[CH:82][C:81]([O:84][CH3:85])=[CH:80][CH:79]=1)[CH3:75], predict the reaction product. The product is: [CH3:63][C:58]1[CH:57]=[C:56]([P:18]([C:16]2[CH:15]=[C:14]([CH3:64])[CH:13]=[C:12]([CH3:11])[CH:17]=2)[C:19]2[CH:28]=[CH:27][C:26]3[C:21](=[CH:22][CH:23]=[CH:24][CH:25]=3)[C:20]=2[C:29]2[C:38]3[C:33](=[CH:34][CH:35]=[CH:36][CH:37]=3)[CH:32]=[CH:31][C:30]=2[P:39]([C:48]2[CH:49]=[C:50]([CH3:55])[CH:51]=[C:52]([CH3:54])[CH:53]=2)[C:40]2[CH:45]=[C:44]([CH3:46])[CH:43]=[C:42]([CH3:47])[CH:41]=2)[CH:61]=[C:60]([CH3:62])[CH:59]=1.[CH3:75][CH:74]([C@H:76]([NH2:95])[C:77]([NH2:94])([C:78]1[CH:79]=[CH:80][C:81]([O:84][CH3:85])=[CH:82][CH:83]=1)[C:86]1[CH:87]=[CH:88][C:89]([O:92][CH3:93])=[CH:90][CH:91]=1)[CH3:73].[Cl-:65].[Ru+:66].